Dataset: Forward reaction prediction with 1.9M reactions from USPTO patents (1976-2016). Task: Predict the product of the given reaction. (1) Given the reactants [Na].[NH2:2][C:3]1[C:11]2[C:10]([C:12]3[CH:17]=[CH:16][C:15]([Cl:18])=[C:14]([Cl:19])[CH:13]=3)=[N:9][C:8](S(C)=O)=[N:7][C:6]=2[S:5][C:4]=1[C:23]([NH2:25])=[O:24].Cl.O.[CH2:28]([OH:30])[CH3:29], predict the reaction product. The product is: [NH2:2][C:3]1[C:11]2[C:10]([C:12]3[CH:17]=[CH:16][C:15]([Cl:18])=[C:14]([Cl:19])[CH:13]=3)=[N:9][C:8]([O:30][CH2:28][CH3:29])=[N:7][C:6]=2[S:5][C:4]=1[C:23]([NH2:25])=[O:24]. (2) Given the reactants [C:1]1([C:10]2[CH:15]=[CH:14][CH:13]=[CH:12][CH:11]=2)[C:2](B(O)O)=[CH:3][CH:4]=[CH:5][CH:6]=1.Br[C:17]1[CH:18]=[N:19][C:20]([O:23][CH3:24])=[N:21][CH:22]=1.[O-]P([O-])([O-])=O.[K+].[K+].[K+], predict the reaction product. The product is: [C:1]1([C:10]2[CH:15]=[CH:14][CH:13]=[CH:12][CH:11]=2)[CH:6]=[CH:5][CH:4]=[CH:3][C:2]=1[C:17]1[CH:18]=[N:19][C:20]([O:23][CH3:24])=[N:21][CH:22]=1. (3) Given the reactants [Cl:1][C:2]1[CH:11]=[C:10]([C:12](=[O:14])[CH3:13])[C:9]([N:15]2[CH2:20][CH2:19][NH:18][CH2:17][CH2:16]2)=[C:8]2[C:3]=1[CH:4]=[CH:5][CH:6]=[N:7]2.[CH3:21][O:22][CH2:23][C:24](Cl)=[O:25].C(N(CC)CC)C, predict the reaction product. The product is: [Cl:1][C:2]1[CH:11]=[C:10]([C:12](=[O:14])[CH3:13])[C:9]([N:15]2[CH2:16][CH2:17][N:18]([C:24](=[O:25])[CH2:23][O:22][CH3:21])[CH2:19][CH2:20]2)=[C:8]2[C:3]=1[CH:4]=[CH:5][CH:6]=[N:7]2. (4) The product is: [C:1]([CH2:3][CH2:4][CH2:5][CH2:6][CH2:7][B:8]([OH:14])[OH:9])([OH:22])=[O:19]. Given the reactants [C:1]([CH2:3][CH2:4][CH2:5][CH2:6][CH2:7][B:8]([O:14]CCCC)[O:9]CCCC)#N.[OH-:19].[K+].S(=O)(=O)(O)[OH:22], predict the reaction product. (5) Given the reactants Br[C:2]1[CH:7]=[CH:6][C:5]([CH:8]2[C:13](=[O:14])[C:12]([CH3:16])([CH3:15])[O:11][C:10]([CH3:18])([CH3:17])[C:9]2=[O:19])=[C:4]([CH3:20])[CH:3]=1.[CH2:21]([Sn](CCCC)(CCCC)C#CC)[CH2:22][CH2:23]C, predict the reaction product. The product is: [CH3:15][C:12]1([CH3:16])[C:13](=[O:14])[CH:8]([C:5]2[CH:6]=[CH:7][C:2]([C:21]#[C:22][CH3:23])=[CH:3][C:4]=2[CH3:20])[C:9](=[O:19])[C:10]([CH3:18])([CH3:17])[O:11]1. (6) Given the reactants [F:1][C:2]1[C:7]([F:8])=[C:6](F)[N:5]=[CH:4][N:3]=1.[CH2:10]([OH:14])[C:11]#[C:12][CH3:13].C(N(CC)C(C)C)(C)C, predict the reaction product. The product is: [CH2:10]([O:14][C:6]1[C:7]([F:8])=[C:2]([F:1])[N:3]=[CH:4][N:5]=1)[C:11]#[C:12][CH3:13]. (7) Given the reactants Br.[NH2:2][CH:3]([CH3:13])[CH2:4][C:5]1[CH:6]=[C:7]([OH:12])[C:8]([OH:11])=[CH:9][CH:10]=1.C(=O)(O)[O-].[Na+].[C:19](O[C:19]([O:21][C:22]([CH3:25])([CH3:24])[CH3:23])=[O:20])([O:21][C:22]([CH3:25])([CH3:24])[CH3:23])=[O:20], predict the reaction product. The product is: [C:22]([O:21][C:19](=[O:20])[NH:2][CH:3]([CH3:13])[CH2:4][C:5]1[CH:10]=[CH:9][C:8]([OH:11])=[C:7]([OH:12])[CH:6]=1)([CH3:25])([CH3:24])[CH3:23]. (8) Given the reactants [OH:1][C@H:2]([C@H:4]([N:14]1[CH:18]=[C:17]([C:19]([NH2:21])=[O:20])[N:16]=[CH:15]1)[CH2:5][CH2:6][C:7]1[CH:12]=[CH:11][CH:10]=[CH:9][C:8]=1[OH:13])[CH3:3].S(C1C=CC(C)=CC=1)(O[CH2:26][C:27]([F:30])([F:29])[F:28])(=O)=O.C(=O)([O-])[O-].[K+].[K+], predict the reaction product. The product is: [OH:1][C@H:2]([C@H:4]([N:14]1[CH:18]=[C:17]([C:19]([NH2:21])=[O:20])[N:16]=[CH:15]1)[CH2:5][CH2:6][C:7]1[CH:12]=[CH:11][CH:10]=[CH:9][C:8]=1[O:13][CH2:26][C:27]([F:30])([F:29])[F:28])[CH3:3]. (9) Given the reactants [C:1]([O:5][C:6](=[O:26])[NH:7][CH:8]([C:18]1[CH:23]=[CH:22][C:21]([Cl:24])=[C:20]([Cl:25])[CH:19]=1)[C:9]([C:11]1[CH:16]=[CH:15][C:14]([OH:17])=[CH:13][CH:12]=1)=[O:10])([CH3:4])([CH3:3])[CH3:2].[CH:27]1([CH2:30]O)[CH2:29][CH2:28]1, predict the reaction product. The product is: [C:1]([O:5][C:6](=[O:26])[NH:7][CH:8]([C:18]1[CH:23]=[CH:22][C:21]([Cl:24])=[C:20]([Cl:25])[CH:19]=1)[C:9]([C:11]1[CH:12]=[CH:13][C:14]([O:17][CH2:30][CH:27]2[CH2:29][CH2:28]2)=[CH:15][CH:16]=1)=[O:10])([CH3:4])([CH3:2])[CH3:3]. (10) Given the reactants [F:1][C:2]1[CH:3]=[C:4]([CH:14]=[C:15]([F:17])[CH:16]=1)[CH2:5][NH:6][C:7](=[O:13])[CH:8]([CH3:12])[C:9]([OH:11])=[O:10].[F:18]C(C)(C(OCC)=O)C(OCC)=O, predict the reaction product. The product is: [F:1][C:2]1[CH:3]=[C:4]([CH:14]=[C:15]([F:17])[CH:16]=1)[CH2:5][NH:6][C:7](=[O:13])[C:8]([F:18])([CH3:12])[C:9]([OH:11])=[O:10].